Dataset: Forward reaction prediction with 1.9M reactions from USPTO patents (1976-2016). Task: Predict the product of the given reaction. (1) Given the reactants [Cl:1][C:2]1[CH:11]=[CH:10][C:9]([C:12]2[CH:17]=[CH:16][CH:15]=[C:14]([CH:18]=O)[N:13]=2)=[CH:8][C:3]=1[C:4]([O:6][CH3:7])=[O:5].Cl[C:21]([F:26])([F:25])C([O-])=O.[Na+].C1(P(C2C=CC=CC=2)C2C=CC=CC=2)C=CC=CC=1, predict the reaction product. The product is: [Cl:1][C:2]1[CH:11]=[CH:10][C:9]([C:12]2[CH:17]=[CH:16][CH:15]=[C:14]([CH:18]=[C:21]([F:26])[F:25])[N:13]=2)=[CH:8][C:3]=1[C:4]([O:6][CH3:7])=[O:5]. (2) The product is: [N:52]1([CH:56]2[CH2:61][CH2:60][N:59]([C:8]([NH:9][C:19]3[CH:24]=[C:23]([O:25][C:26]4[CH:31]=[CH:30][C:29]([NH:32][C:33]([C:35]5([C:38]([NH:39][C:40]6[CH:41]=[CH:42][C:43]([F:46])=[CH:44][CH:45]=6)=[O:47])[CH2:37][CH2:36]5)=[O:34])=[CH:28][C:27]=4[F:48])[CH:22]=[CH:21][N:20]=3)=[O:7])[CH2:58][CH2:57]2)[CH2:55][CH2:54][CH2:53]1. Given the reactants C1([O:7][C:8](=O)[N:9]([C:19]2[CH:24]=[C:23]([O:25][C:26]3[CH:31]=[CH:30][C:29]([NH:32][C:33]([C:35]4([C:38](=[O:47])[NH:39][C:40]5[CH:45]=[CH:44][C:43]([F:46])=[CH:42][CH:41]=5)[CH2:37][CH2:36]4)=[O:34])=[CH:28][C:27]=3[F:48])[CH:22]=[CH:21][N:20]=2)C(OC2C=CC=CC=2)=O)C=CC=CC=1.Cl.Cl.[N:52]1([CH:56]2[CH2:61][CH2:60][NH:59][CH2:58][CH2:57]2)[CH2:55][CH2:54][CH2:53]1.C(N(CC)CC)C, predict the reaction product. (3) Given the reactants C(OC(=O)[NH:7][CH:8]1[CH2:13][CH2:12][N:11]([C:14](=[O:30])[C:15]2[CH:20]=[CH:19][N:18]=[CH:17][C:16]=2[NH:21][C:22]2[CH:27]=[CH:26][C:25]([I:28])=[CH:24][C:23]=2[F:29])[CH2:10][CH2:9]1)(C)(C)C.Cl, predict the reaction product. The product is: [NH2:7][CH:8]1[CH2:13][CH2:12][N:11]([C:14]([C:15]2[CH:20]=[CH:19][N:18]=[CH:17][C:16]=2[NH:21][C:22]2[CH:27]=[CH:26][C:25]([I:28])=[CH:24][C:23]=2[F:29])=[O:30])[CH2:10][CH2:9]1. (4) Given the reactants [NH2:1][C:2]1[CH:7]=[C:6]([Cl:8])[C:5]([OH:9])=[C:4]([C:10]2[S:11][C:12]3[CH:18]=[CH:17][CH:16]=[CH:15][C:13]=3[N:14]=2)[CH:3]=1.[N:19]([CH:22]1[CH2:27][CH2:26][CH2:25][CH2:24][CH2:23]1)=[C:20]=[O:21], predict the reaction product. The product is: [S:11]1[C:12]2[CH:18]=[CH:17][CH:16]=[CH:15][C:13]=2[N:14]=[C:10]1[C:4]1[CH:3]=[C:2]([NH:1][C:20]([NH:19][CH:22]2[CH2:27][CH2:26][CH2:25][CH2:24][CH2:23]2)=[O:21])[CH:7]=[C:6]([Cl:8])[C:5]=1[OH:9]. (5) Given the reactants [OH-].[Na+].[CH3:3][C:4]1([CH3:36])[CH2:34][C:8]2[C:9]([C:18]3[CH:23]=[CH:22][N:21]=[C:20]([C:24]4[CH:29]=[CH:28][N:27]=[C:26]([C:30]([O:32]C)=[O:31])[CH:25]=4)[CH:19]=3)=[C:10]([N:12]3[CH2:17][CH2:16][O:15][CH2:14][CH2:13]3)[S:11][C:7]=2[C:6](=[O:35])[CH2:5]1.Cl, predict the reaction product. The product is: [CH3:3][C:4]1([CH3:36])[CH2:34][C:8]2[C:9]([C:18]3[CH:23]=[CH:22][N:21]=[C:20]([C:24]4[CH:29]=[CH:28][N:27]=[C:26]([C:30]([OH:32])=[O:31])[CH:25]=4)[CH:19]=3)=[C:10]([N:12]3[CH2:17][CH2:16][O:15][CH2:14][CH2:13]3)[S:11][C:7]=2[C:6](=[O:35])[CH2:5]1.